Dataset: Forward reaction prediction with 1.9M reactions from USPTO patents (1976-2016). Task: Predict the product of the given reaction. Given the reactants [Cl:1][C:2]1[CH:7]=[CH:6][C:5]([C:8](=NC2C=C(F)C=C3C=2C=CC(=O)N3)[C:9]([CH2:15][O:16][CH2:17][CH3:18])([OH:14])[C:10]([F:13])([F:12])[F:11])=[C:4]([O:32][CH3:33])[C:3]=1[F:34].B.[Na].C[OH:38], predict the reaction product. The product is: [Cl:1][C:2]1[CH:7]=[CH:6][C:5]([C:8](=[O:38])[C:9]([CH2:15][O:16][CH2:17][CH3:18])([OH:14])[C:10]([F:13])([F:12])[F:11])=[C:4]([O:32][CH3:33])[C:3]=1[F:34].